From a dataset of Full USPTO retrosynthesis dataset with 1.9M reactions from patents (1976-2016). Predict the reactants needed to synthesize the given product. (1) Given the product [CH3:34][N:33]1[C:29]([C:27]([NH:26][C:22]2[CH:21]=[C:20]([C:19]#[C:18][C:16]3[CH:15]=[N:14][CH:13]=[C:12]([CH:17]=3)[C:10]([N:9]=[S@@:7]([CH2:3][C:4]([NH:45][CH2:44][CH2:43][OH:42])=[O:5])(=[O:8])[C:36]3[CH:41]=[CH:40][CH:39]=[CH:38][CH:37]=3)=[O:11])[CH:25]=[CH:24][CH:23]=2)=[O:28])=[CH:30][C:31]([CH3:35])=[N:32]1, predict the reactants needed to synthesize it. The reactants are: C([C@H:3]([S:7]([C:36]1[CH:41]=[CH:40][CH:39]=[CH:38][CH:37]=1)(=[N:9][C:10]([C:12]1[CH:13]=[N:14][CH:15]=[C:16]([C:18]#[C:19][C:20]2[CH:25]=[CH:24][CH:23]=[C:22]([NH:26][C:27]([C:29]3[N:33]([CH3:34])[N:32]=[C:31]([CH3:35])[CH:30]=3)=[O:28])[CH:21]=2)[CH:17]=1)=[O:11])=[O:8])[C:4]([O-])=[O:5])C.[OH:42][CH2:43][CH2:44][NH2:45]. (2) Given the product [CH3:1][O:2][C:3](=[O:44])[NH:4][C@H:5]([C:19](=[O:43])[NH:20][CH2:21][CH2:22][CH2:23][CH2:24][C@H:25]([N:28]([S:33]([C:36]1[CH:41]=[CH:40][C:39]([NH2:42])=[CH:38][CH:37]=1)(=[O:35])=[O:34])[CH2:29][CH:30]([CH3:32])[CH3:31])[CH2:26][O:27][P:48]([O:50][CH2:51][CH3:52])([O:47][CH2:45][CH3:46])=[O:49])[CH:6]([C:7]1[CH:12]=[CH:11][CH:10]=[CH:9][CH:8]=1)[C:13]1[CH:14]=[CH:15][CH:16]=[CH:17][CH:18]=1, predict the reactants needed to synthesize it. The reactants are: [CH3:1][O:2][C:3](=[O:44])[NH:4][C@H:5]([C:19](=[O:43])[NH:20][CH2:21][CH2:22][CH2:23][CH2:24][C@H:25]([N:28]([S:33]([C:36]1[CH:41]=[CH:40][C:39]([NH2:42])=[CH:38][CH:37]=1)(=[O:35])=[O:34])[CH2:29][CH:30]([CH3:32])[CH3:31])[CH2:26][OH:27])[CH:6]([C:13]1[CH:18]=[CH:17][CH:16]=[CH:15][CH:14]=1)[C:7]1[CH:12]=[CH:11][CH:10]=[CH:9][CH:8]=1.[CH2:45]([O:47][P:48](OCC)([O:50][CH2:51][CH3:52])=[O:49])[CH3:46].P(Cl)(OCC)(OCC)=O.[H-].[Na+]. (3) The reactants are: [CH3:1][O:2][C:3](=[O:20])[C:4]([C:7]1[CH:12]=[CH:11][C:10]([CH2:13][CH2:14]OS(C)(=O)=O)=[CH:9][CH:8]=1)([CH3:6])[CH3:5].C(=O)([O-])[O-].[Na+].[Na+].[NH:27]1[CH2:32][CH2:31][CH:30]([C:33]2[NH:37][C:36]3[CH:38]=[CH:39][CH:40]=[CH:41][C:35]=3[N:34]=2)[CH2:29][CH2:28]1.CO. Given the product [CH3:1][O:2][C:3](=[O:20])[C:4]([C:7]1[CH:12]=[CH:11][C:10]([CH2:13][CH2:14][N:27]2[CH2:28][CH2:29][CH:30]([C:33]3[NH:34][C:35]4[CH:41]=[CH:40][CH:39]=[CH:38][C:36]=4[N:37]=3)[CH2:31][CH2:32]2)=[CH:9][CH:8]=1)([CH3:6])[CH3:5], predict the reactants needed to synthesize it.